The task is: Predict the reactants needed to synthesize the given product.. This data is from Full USPTO retrosynthesis dataset with 1.9M reactions from patents (1976-2016). (1) Given the product [Cl:23][C:17]1[CH:18]=[CH:19][CH:20]=[C:21]2[C:16]=1[C:15](=[O:24])[N:14]([C:25]1[CH:30]=[CH:29][CH:28]=[CH:27][CH:26]=1)[C:13]([C@@H:11]([NH:10][C:8]([C:3]1[C:2]([NH:37][CH3:34])=[N:7][CH:6]=[CH:5][N:4]=1)=[O:9])[CH3:12])=[CH:22]2, predict the reactants needed to synthesize it. The reactants are: Br[C:2]1[C:3]([C:8]([NH:10][C@H:11]([C:13]2[N:14]([C:25]3[CH:30]=[CH:29][CH:28]=[CH:27][CH:26]=3)[C:15](=[O:24])[C:16]3[C:21]([CH:22]=2)=[CH:20][CH:19]=[CH:18][C:17]=3[Cl:23])[CH3:12])=[O:9])=[N:4][CH:5]=[CH:6][N:7]=1.Cl.CN.[CH:34]([N:37](CC)C(C)C)(C)C. (2) Given the product [Cl:11][C:8]1[CH:9]=[CH:10][C:5]([CH:4]([CH3:16])[C:3]([O:2][CH3:1])=[O:14])=[CH:6][C:7]=1[O:12][CH3:13], predict the reactants needed to synthesize it. The reactants are: [CH3:1][O:2][C:3](=[O:14])[CH2:4][C:5]1[CH:10]=[CH:9][C:8]([Cl:11])=[C:7]([O:12][CH3:13])[CH:6]=1.[Li][CH2:16]CCC.C(NC(C)C)(C)C.CI. (3) Given the product [I:1][C:2]1[CH:3]=[CH:4][C:5]([C:8]2[CH:12]=[C:11]([O:13][Si:30]([CH:34]([CH3:36])[CH3:35])([CH:31]([CH3:33])[CH3:32])[CH:27]([CH3:29])[CH3:28])[N:10]([C:14]3[CH:19]=[CH:18][CH:17]=[CH:16][N:15]=3)[N:9]=2)=[CH:6][CH:7]=1, predict the reactants needed to synthesize it. The reactants are: [I:1][C:2]1[CH:7]=[CH:6][C:5]([C:8]2[CH:12]=[C:11]([OH:13])[N:10]([C:14]3[CH:19]=[CH:18][CH:17]=[CH:16][N:15]=3)[N:9]=2)=[CH:4][CH:3]=1.C(N(CC)CC)C.[CH:27]([Si:30](Cl)([CH:34]([CH3:36])[CH3:35])[CH:31]([CH3:33])[CH3:32])([CH3:29])[CH3:28]. (4) Given the product [CH3:20][O:21][C:22]1[CH:23]=[C:24]([NH:25][C:2]2[N:3]=[CH:4][C:5]3[CH2:11][N:10]([C:12]([C:14]4[CH:15]=[N:16][CH:17]=[CH:18][CH:19]=4)=[O:13])[CH2:9][CH2:8][C:6]=3[N:7]=2)[CH:26]=[CH:27][CH:28]=1, predict the reactants needed to synthesize it. The reactants are: Cl[C:2]1[N:3]=[CH:4][C:5]2[CH2:11][N:10]([C:12]([C:14]3[CH:15]=[N:16][CH:17]=[CH:18][CH:19]=3)=[O:13])[CH2:9][CH2:8][C:6]=2[N:7]=1.[CH3:20][O:21][C:22]1[CH:23]=[C:24]([CH:26]=[CH:27][CH:28]=1)[NH2:25].CCOC(C)=O. (5) Given the product [CH:1]1([NH:4][C:5]([C:6]2[N:15]([C:16]3[CH:21]=[CH:20][C:19]([CH3:22])=[C:18]([F:23])[CH:17]=3)[C:10]3=[N:11][CH:12]=[CH:13][CH:14]=[C:9]3[N:8]=2)=[O:24])[CH2:3][CH2:2]1, predict the reactants needed to synthesize it. The reactants are: [CH:1]1([NH:4][C:5](=[O:24])[C:6]([NH:8][C:9]2[C:10]([NH:15][C:16]3[CH:21]=[CH:20][C:19]([CH3:22])=[C:18]([F:23])[CH:17]=3)=[N:11][CH:12]=[CH:13][CH:14]=2)=O)[CH2:3][CH2:2]1.C(O)CO. (6) Given the product [OH:1][C:2]([CH:5]1[CH2:6][CH2:7][N:8]([CH2:11][C:12]2[CH:13]=[CH:14][C:15]([N+:28]([O-:30])=[O:29])=[C:16]([NH:18][C@@H:19]3[CH2:20][CH2:21][C@H:22]([C:25]([NH2:33])=[O:27])[CH2:23][CH2:24]3)[CH:17]=2)[CH2:9][CH2:10]1)([CH3:4])[CH3:3], predict the reactants needed to synthesize it. The reactants are: [OH:1][C:2]([CH:5]1[CH2:10][CH2:9][N:8]([CH2:11][C:12]2[CH:13]=[CH:14][C:15]([N+:28]([O-:30])=[O:29])=[C:16]([NH:18][C@@H:19]3[CH2:24][CH2:23][C@H:22]([C:25]([OH:27])=O)[CH2:21][CH2:20]3)[CH:17]=2)[CH2:7][CH2:6]1)([CH3:4])[CH3:3].C1N=C[N:33](C(N2C=NC=C2)=O)C=1.[OH-].[NH4+].